This data is from NCI-60 drug combinations with 297,098 pairs across 59 cell lines. The task is: Regression. Given two drug SMILES strings and cell line genomic features, predict the synergy score measuring deviation from expected non-interaction effect. (1) Drug 1: CC1CCC2CC(C(=CC=CC=CC(CC(C(=O)C(C(C(=CC(C(=O)CC(OC(=O)C3CCCCN3C(=O)C(=O)C1(O2)O)C(C)CC4CCC(C(C4)OC)OCCO)C)C)O)OC)C)C)C)OC. Drug 2: CS(=O)(=O)CCNCC1=CC=C(O1)C2=CC3=C(C=C2)N=CN=C3NC4=CC(=C(C=C4)OCC5=CC(=CC=C5)F)Cl. Cell line: RPMI-8226. Synergy scores: CSS=12.4, Synergy_ZIP=5.14, Synergy_Bliss=13.4, Synergy_Loewe=9.88, Synergy_HSA=11.7. (2) Drug 1: C1=CC(=CC=C1C#N)C(C2=CC=C(C=C2)C#N)N3C=NC=N3. Drug 2: C1=NNC2=C1C(=O)NC=N2. Cell line: UACC62. Synergy scores: CSS=6.82, Synergy_ZIP=-1.39, Synergy_Bliss=1.15, Synergy_Loewe=4.08, Synergy_HSA=1.64. (3) Drug 1: CCN(CC)CCCC(C)NC1=C2C=C(C=CC2=NC3=C1C=CC(=C3)Cl)OC. Drug 2: CC(C)CN1C=NC2=C1C3=CC=CC=C3N=C2N. Cell line: HCC-2998. Synergy scores: CSS=36.0, Synergy_ZIP=-0.0738, Synergy_Bliss=-1.24, Synergy_Loewe=-1.07, Synergy_HSA=-1.86. (4) Drug 1: C1=CN(C(=O)N=C1N)C2C(C(C(O2)CO)O)O.Cl. Drug 2: CCC(=C(C1=CC=CC=C1)C2=CC=C(C=C2)OCCN(C)C)C3=CC=CC=C3.C(C(=O)O)C(CC(=O)O)(C(=O)O)O. Cell line: HT29. Synergy scores: CSS=23.7, Synergy_ZIP=-2.73, Synergy_Bliss=1.40, Synergy_Loewe=-19.8, Synergy_HSA=0.418.